From a dataset of Catalyst prediction with 721,799 reactions and 888 catalyst types from USPTO. Predict which catalyst facilitates the given reaction. (1) Reactant: [Ag:1].[C:2]([OH:14])(=[O:13])[CH2:3][C:4]([CH2:9][C:10]([OH:12])=[O:11])([C:6]([OH:8])=[O:7])[OH:5]. Product: [C:2]([O-:14])(=[O:13])[CH2:3][C:4]([CH2:9][C:10]([O-:12])=[O:11])([C:6]([O-:8])=[O:7])[OH:5].[Ag+3:1]. The catalyst class is: 6. (2) Reactant: [NH2:1][C:2]1[O:6][N:5]=[C:4]([CH3:7])[CH:3]=1.N1C=CC=CC=1.[Br:14][CH2:15][C:16](Br)=[O:17].O. Product: [Br:14][CH2:15][C:16]([NH:1][C:2]1[O:6][N:5]=[C:4]([CH3:7])[CH:3]=1)=[O:17]. The catalyst class is: 11. (3) The catalyst class is: 2. Product: [NH2:56][C:54](=[O:55])[C@@H:49]([NH:48][C:4](=[O:6])[C@@H:3]([NH:7][C:8]([N:10]1[C:18]2[CH2:17][CH2:16][N:15]([CH3:19])[CH2:14][C:13]=2[C:12]([C:20]2[CH:25]=[C:24]([F:26])[C:23]([F:27])=[CH:22][C:21]=2[F:28])=[N:11]1)=[O:9])[C:2]([CH3:30])([CH3:1])[CH3:29])[CH2:50][CH:51]([CH3:53])[CH3:52]. Reactant: [CH3:1][C:2]([CH3:30])([CH3:29])[C@H:3]([NH:7][C:8]([N:10]1[C:18]2[CH2:17][CH2:16][N:15]([CH3:19])[CH2:14][C:13]=2[C:12]([C:20]2[CH:25]=[C:24]([F:26])[C:23]([F:27])=[CH:22][C:21]=2[F:28])=[N:11]1)=[O:9])[C:4]([OH:6])=O.CCN(C(C)C)C(C)C.C(OC(Cl)=O)C(C)C.[NH2:48][C@H:49]([C:54]([NH2:56])=[O:55])[CH2:50][CH:51]([CH3:53])[CH3:52].